The task is: Predict the reaction yield, written as a fraction of the theoretical maximum amount of product (1.0 means a 100% yield; for example, 0.34 means a 34% yield).. This data is from Reaction yield outcomes from USPTO patents with 853,638 reactions. (1) The reactants are C([O:3][C:4]([C:6]1[C:15](=[O:16])[N:14]2[C:9]([C:10]([CH3:37])=[C:11]([N:18]3[CH2:22][CH2:21][CH:20]([CH2:23][N:24]4[CH2:29][CH2:28][N:27]([C:30]([O:32][C:33]([CH3:36])([CH3:35])[CH3:34])=[O:31])[CH2:26][CH2:25]4)[CH2:19]3)[C:12]([F:17])=[CH:13]2)=[C:8]([CH:38]2[CH2:40][CH2:39]2)[CH:7]=1)=[O:5])C.O[Li].O. The catalyst is C(O)C.O. The product is [C:33]([O:32][C:30]([N:27]1[CH2:26][CH2:25][N:24]([CH2:23][CH:20]2[CH2:21][CH2:22][N:18]([C:11]3[C:12]([F:17])=[CH:13][N:14]4[C:9]([C:10]=3[CH3:37])=[C:8]([CH:38]3[CH2:40][CH2:39]3)[CH:7]=[C:6]([C:4]([OH:5])=[O:3])[C:15]4=[O:16])[CH2:19]2)[CH2:29][CH2:28]1)=[O:31])([CH3:34])([CH3:35])[CH3:36]. The yield is 0.950. (2) The reactants are C(OC([N:8]1[CH2:13][CH2:12][CH:11]([N:14]2[CH:18]=[C:17]([C:19]3[CH:20]=[N:21][C:22]([NH2:37])=[C:23]([O:25][C@@H:26]([C:28]4[C:33]([Cl:34])=[CH:32][CH:31]=[C:30]([F:35])[C:29]=4[Cl:36])[CH3:27])[CH:24]=3)[CH:16]=[N:15]2)[CH2:10][CH2:9]1)=O)(C)(C)C.Cl.[O:39]1CCOCC1. The catalyst is CO.ClCCl. The product is [C:26]([OH:39])(=[O:25])[CH3:28].[Cl:36][C:29]1[C:30]([F:35])=[CH:31][CH:32]=[C:33]([Cl:34])[C:28]=1[C@H:26]([O:25][C:23]1[C:22]([NH2:37])=[N:21][CH:20]=[C:19]([C:17]2[CH:16]=[N:15][N:14]([CH:11]3[CH2:12][CH2:13][NH:8][CH2:9][CH2:10]3)[CH:18]=2)[CH:24]=1)[CH3:27]. The yield is 0.780. (3) The reactants are [C:1]([C:3]1[CH:8]=[CH:7][C:6]([C:9]2[CH2:14][CH2:13][N:12]([C:15]([O:17][C:18]([CH3:21])([CH3:20])[CH3:19])=[O:16])[CH2:11][CH:10]=2)=[CH:5][CH:4]=1)#[N:2]. The catalyst is C(OCC)(=O)C. The product is [C:1]([C:3]1[CH:4]=[CH:5][C:6]([CH:9]2[CH2:10][CH2:11][N:12]([C:15]([O:17][C:18]([CH3:21])([CH3:20])[CH3:19])=[O:16])[CH2:13][CH2:14]2)=[CH:7][CH:8]=1)#[N:2]. The yield is 0.400.